Dataset: Forward reaction prediction with 1.9M reactions from USPTO patents (1976-2016). Task: Predict the product of the given reaction. (1) Given the reactants [CH:1](O)([CH3:3])[CH3:2].N(C(OC(C)C)=O)=NC(OC(C)C)=O.C1(P(C2C=CC=CC=2)C2C=CC=CC=2)C=CC=CC=1.[Br:38][C:39]1[CH:48]=[CH:47][C:42]([C:43]([O:45]C)=[O:44])=[CH:41][C:40]=1[OH:49].O.[OH-].[Li+], predict the reaction product. The product is: [Br:38][C:39]1[CH:48]=[CH:47][C:42]([C:43]([OH:45])=[O:44])=[CH:41][C:40]=1[O:49][CH:1]([CH3:3])[CH3:2]. (2) Given the reactants [O:1]([C:8]1[CH:23]=[C:22]([C:24]([F:27])([F:26])[F:25])[CH:21]=[CH:20][C:9]=1[O:10][C@@H:11]([CH3:19])[CH2:12][CH2:13][O:14]S(C)(=O)=O)[C:2]1[CH:7]=[CH:6][CH:5]=[CH:4][CH:3]=1.C[O:29][C:30](=[O:39])[CH2:31][C:32]1[CH:37]=[CH:36][CH:35]=[C:34](O)[CH:33]=1, predict the reaction product. The product is: [O:1]([C:8]1[CH:23]=[C:22]([C:24]([F:27])([F:26])[F:25])[CH:21]=[CH:20][C:9]=1[O:10][C@@H:11]([CH3:19])[CH2:12][CH2:13][O:14][C:34]1[CH:33]=[C:32]([CH2:31][C:30]([OH:39])=[O:29])[CH:37]=[CH:36][CH:35]=1)[C:2]1[CH:7]=[CH:6][CH:5]=[CH:4][CH:3]=1.